This data is from Reaction yield outcomes from USPTO patents with 853,638 reactions. The task is: Predict the reaction yield, written as a fraction of the theoretical maximum amount of product (1.0 means a 100% yield; for example, 0.34 means a 34% yield). (1) The reactants are Cl.[C:2]([C:4]1[CH:9]=[CH:8][N:7]=[CH:6][CH:5]=1)#[CH:3].[C:10]([O-])(O)=O.[Na+].[O:15](C)[S:16]([C:19]([F:22])([F:21])[F:20])(=[O:18])=[O:17].CCOCC. The catalyst is C(Cl)Cl. The product is [F:20][C:19]([F:22])([F:21])[S:16]([O-:18])(=[O:17])=[O:15].[C:2]([C:4]1[CH:9]=[CH:8][N+:7]([CH3:10])=[CH:6][CH:5]=1)#[CH:3]. The yield is 0.910. (2) The reactants are [NH2:1][C:2]1[C:3]([CH3:35])=[C:4]([C:8]2[CH:20]=[CH:19][C:18]([C:21](=[O:23])[NH2:22])=[C:17]3[C:9]=2[C:10]2[CH:11]=[CH:12][C:13]([NH:24][C:25](=[O:34])[O:26][CH2:27][C:28]4[CH:33]=[CH:32][CH:31]=[CH:30][CH:29]=4)=[CH:14][C:15]=2[NH:16]3)[CH:5]=[CH:6][CH:7]=1.[F:36][C:37]1[CH:38]=[CH:39][C:40]([C:43](O)=[O:44])=[N:41][CH:42]=1.C1C=NC2N(O)N=NC=2C=1.C(Cl)CCl.CCN(C(C)C)C(C)C. The catalyst is C(Cl)Cl.C1COCC1. The product is [C:21]([C:18]1[CH:19]=[CH:20][C:8]([C:4]2[CH:5]=[CH:6][CH:7]=[C:2]([NH:1][C:43](=[O:44])[C:40]3[CH:39]=[CH:38][C:37]([F:36])=[CH:42][N:41]=3)[C:3]=2[CH3:35])=[C:9]2[C:17]=1[NH:16][C:15]1[CH:14]=[C:13]([NH:24][C:25](=[O:34])[O:26][CH2:27][C:28]3[CH:33]=[CH:32][CH:31]=[CH:30][CH:29]=3)[CH:12]=[CH:11][C:10]2=1)(=[O:23])[NH2:22]. The yield is 0.360. (3) The yield is 0.990. The reactants are [CH2:1]([Li])[CH2:2][CH2:3][CH3:4].BrC1[CH:12]=[C:11]2[O:13][CH2:14][O:15][C:10]2=CC=1C.CN(C)[CH:19]=[O:20].O. The product is [CH3:4][C:3]1[CH:12]=[C:11]2[O:13][CH2:14][O:15][C:10]2=[CH:1][C:2]=1[CH:19]=[O:20]. The catalyst is O1CCCC1. (4) The reactants are C([O:5][C:6](=[O:37])[C:7]1[CH:12]=[CH:11][C:10]([NH:13][C:14]([C:16]2[CH:17]=[CH:18][C:19]3[S:24](=[O:25])[CH2:23][CH2:22][N:21]([S:26]([C:29]4[CH:34]=[CH:33][CH:32]=[C:31]([Cl:35])[CH:30]=4)(=[O:28])=[O:27])[C:20]=3[CH:36]=2)=[O:15])=[CH:9][CH:8]=1)(C)(C)C.O. The catalyst is C(O)=O. The product is [Cl:35][C:31]1[CH:30]=[C:29]([S:26]([N:21]2[C:20]3[CH:36]=[C:16]([C:14]([NH:13][C:10]4[CH:11]=[CH:12][C:7]([C:6]([OH:37])=[O:5])=[CH:8][CH:9]=4)=[O:15])[CH:17]=[CH:18][C:19]=3[S:24](=[O:25])[CH2:23][CH2:22]2)(=[O:27])=[O:28])[CH:34]=[CH:33][CH:32]=1. The yield is 0.920.